Task: Predict the product of the given reaction.. Dataset: Forward reaction prediction with 1.9M reactions from USPTO patents (1976-2016) (1) Given the reactants [CH3:1][O:2][CH:3]([C:13]1[CH:18]=[CH:17][CH:16]=[CH:15][CH:14]=1)[C:4]([CH:6]1[C:11](=O)[CH2:10][CH2:9][S:8][CH2:7]1)=O.[CH3:19][C:20]1[N:21]([C:25]2[CH:30]=[CH:29][C:28]([NH:31][C:32]([NH2:34])=[NH:33])=[CH:27][CH:26]=2)[CH:22]=[CH:23][N:24]=1, predict the reaction product. The product is: [CH3:1][O:2][CH:3]([C:13]1[CH:18]=[CH:17][CH:16]=[CH:15][CH:14]=1)[C:4]1[C:6]2[CH2:7][S:8][CH2:9][CH2:10][C:11]=2[N:34]=[C:32]([NH:31][C:28]2[CH:29]=[CH:30][C:25]([N:21]3[CH:22]=[CH:23][N:24]=[C:20]3[CH3:19])=[CH:26][CH:27]=2)[N:33]=1. (2) Given the reactants C(S(N[C:8]1[CH:9]=[C:10]([CH:14]=[CH:15][CH:16]=1)[C:11]([NH2:13])=O)(=O)=O)CC.[N:17]1[C:25]2[C:20](=[N:21][CH:22]=[C:23]([NH2:26])[CH:24]=2)[NH:19][CH:18]=1.[F:27][C:28]1[C:36]([N:37]([S:44]([CH2:47][CH2:48][CH3:49])(=[O:46])=[O:45])[S:38]([CH2:41][CH2:42][CH3:43])(=[O:40])=[O:39])=[CH:35][CH:34]=[C:33]([F:50])[C:29]=1[C:30](O)=[O:31].[F:51][C:52]1[C:60]([NH:61][S:62]([CH2:65][CH2:66][CH3:67])(=[O:64])=[O:63])=[CH:59][CH:58]=[C:57]([F:68])[C:53]=1[C:54]([OH:56])=O, predict the reaction product. The product is: [F:27][C:28]1[C:36]([N:37]([S:44]([CH2:47][CH2:48][CH3:49])(=[O:46])=[O:45])[S:38]([CH2:41][CH2:42][CH3:43])(=[O:40])=[O:39])=[CH:35][CH:34]=[C:33]([F:50])[C:29]=1[C:30]([NH:26][C:23]1[CH:24]=[C:25]2[N:17]=[C:18]([C:8]3[CH:9]=[CH:10][CH:14]=[CH:15][CH:16]=3)[NH:19][C:20]2=[N:21][CH:22]=1)=[O:31].[F:51][C:52]1[C:60]([NH:61][S:62]([CH2:65][CH2:66][CH3:67])(=[O:64])=[O:63])=[CH:59][CH:58]=[C:57]([F:68])[C:53]=1[C:54]([NH:26][C:23]1[CH:24]=[C:25]2[N:13]=[C:11]([C:10]3[CH:9]=[CH:8][CH:16]=[CH:15][CH:14]=3)[NH:19][C:20]2=[N:21][CH:22]=1)=[O:56]. (3) Given the reactants [F:1][C:2]([F:35])([C:31]([F:34])([F:33])[F:32])[C:3]([F:30])([F:29])[C:4]1[CH:9]=[C:8]([C:10]2[CH:15]=[CH:14][C:13]([N+:16]([O-])=O)=[CH:12][CH:11]=2)[N:7]=[C:6]([C:19]2[CH:24]=[CH:23][C:22]([C:25]([F:28])([F:27])[F:26])=[CH:21][CH:20]=2)[N:5]=1.CCO.O, predict the reaction product. The product is: [F:35][C:2]([F:1])([C:31]([F:33])([F:32])[F:34])[C:3]([F:29])([F:30])[C:4]1[CH:9]=[C:8]([C:10]2[CH:11]=[CH:12][C:13]([NH2:16])=[CH:14][CH:15]=2)[N:7]=[C:6]([C:19]2[CH:20]=[CH:21][C:22]([C:25]([F:28])([F:26])[F:27])=[CH:23][CH:24]=2)[N:5]=1.